This data is from Forward reaction prediction with 1.9M reactions from USPTO patents (1976-2016). The task is: Predict the product of the given reaction. (1) Given the reactants [C:1]([C:5]1[C:6](=[O:19])[N:7]([CH2:15][C:16]([OH:18])=O)[C:8]2[C:13]([CH:14]=1)=[CH:12][N:11]=[CH:10][CH:9]=2)([CH3:4])([CH3:3])[CH3:2].[CH2:20]([NH:24][CH2:25][CH2:26][CH2:27][CH3:28])[CH2:21][CH2:22][CH3:23], predict the reaction product. The product is: [CH2:20]([N:24]([CH2:25][CH2:26][CH2:27][CH3:28])[C:16](=[O:18])[CH2:15][N:7]1[C:8]2[C:13](=[CH:12][N:11]=[CH:10][CH:9]=2)[CH:14]=[C:5]([C:1]([CH3:2])([CH3:3])[CH3:4])[C:6]1=[O:19])[CH2:21][CH2:22][CH3:23]. (2) Given the reactants O.O.O.[F-].C([N+](CCCC)(CCCC)CCCC)CCC.C[Si](C)(C)[C:24]#[C:25][C:26]1([CH3:30])[CH2:29][O:28][CH2:27]1.Br[C:34]1[CH:35]=[C:36]2[C@:47]3([CH2:52][CH2:51][O:50][C:49]([NH2:53])=[N:48]3)[C:46]3[C:41](=[CH:42][CH:43]=[C:44]([C:54]4[C:55]([F:60])=[N:56][CH:57]=[CH:58][CH:59]=4)[CH:45]=3)[O:40][C:37]2=[N:38][CH:39]=1, predict the reaction product. The product is: [F:60][C:55]1[CH:54]=[CH:59][CH:58]=[CH:57][N:56]=1.[CH3:30][C:26]1([C:25]#[C:24][C:34]2[CH:35]=[C:36]3[C:47]4([CH2:52][CH2:51][O:50][C:49]([NH2:53])=[N:48]4)[C:46]4[C:41](=[CH:42][CH:43]=[CH:44][CH:45]=4)[O:40][C:37]3=[N:38][CH:39]=2)[CH2:29][O:28][CH2:27]1. (3) The product is: [Cl:1][C:2]1[CH:3]=[C:4]([C:8]2[O:12][C:11]([CH:13]([OH:14])[CH3:18])=[CH:10][CH:9]=2)[CH:5]=[CH:6][CH:7]=1. Given the reactants [Cl:1][C:2]1[CH:3]=[C:4]([C:8]2[O:12][C:11]([CH:13]=[O:14])=[CH:10][CH:9]=2)[CH:5]=[CH:6][CH:7]=1.C[Mg+].[Br-].[CH3:18]COCC, predict the reaction product. (4) Given the reactants [N:1]1[CH:6]=[CH:5][CH:4]=[C:3]([CH2:7][NH:8][C:9]([C:11]2[N:20]3[C:14]([CH2:15][N:16]([C:25]([C:27]4[CH:32]=[CH:31][C:30]([C:33]5[CH:38]=[CH:37][CH:36]=[CH:35][C:34]=5[CH2:39][C:40](O)=[O:41])=[CH:29][CH:28]=4)=[O:26])[C:17]4[CH:24]=[CH:23][CH:22]=[CH:21][C:18]=4[CH2:19]3)=[CH:13][CH:12]=2)=[O:10])[CH:2]=1.CNC.[CH2:46]([NH:48][CH2:49][CH3:50])[CH3:47], predict the reaction product. The product is: [CH2:46]([N:48]([CH2:49][CH3:50])[C:40](=[O:41])[CH2:39][C:34]1[CH:35]=[CH:36][CH:37]=[CH:38][C:33]=1[C:30]1[CH:31]=[CH:32][C:27]([C:25]([N:16]2[C:17]3[CH:24]=[CH:23][CH:22]=[CH:21][C:18]=3[CH2:19][N:20]3[C:11]([C:9]([NH:8][CH2:7][C:3]4[CH:2]=[N:1][CH:6]=[CH:5][CH:4]=4)=[O:10])=[CH:12][CH:13]=[C:14]3[CH2:15]2)=[O:26])=[CH:28][CH:29]=1)[CH3:47]. (5) Given the reactants [Cl:1][C:2]1[CH:3]=[CH:4][C:5]([N:34]2[CH:38]=[N:37][CH:36]=[N:35]2)=[C:6]([CH:33]=1)[CH2:7][C:8]1[O:9][C:10]2[CH:15]=[CH:14][N:13]=[C:12]([NH:16][CH2:17][CH2:18][CH:19]3[CH2:24][CH2:23][CH2:22][CH2:21][N:20]3C(OC(C)(C)C)=O)[C:11]=2[N:32]=1.C(O)(C(F)(F)F)=O, predict the reaction product. The product is: [Cl:1][C:2]1[CH:3]=[CH:4][C:5]([N:34]2[CH:38]=[N:37][CH:36]=[N:35]2)=[C:6]([CH:33]=1)[CH2:7][C:8]1[O:9][C:10]2[CH:15]=[CH:14][N:13]=[C:12]([NH:16][CH2:17][CH2:18][CH:19]3[CH2:24][CH2:23][CH2:22][CH2:21][NH:20]3)[C:11]=2[N:32]=1. (6) Given the reactants [C:1]([O:5][C:6]([N:8]1[CH:13]2[CH2:14][CH2:15][CH:9]1[CH2:10][N:11]([C:16]1[CH:21]=[CH:20][C:19](Br)=[CH:18][CH:17]=1)[CH2:12]2)=[O:7])([CH3:4])([CH3:3])[CH3:2].[CH3:23][S:24]([N:27]1[CH2:32][CH2:31][NH:30][CH2:29][CH2:28]1)(=[O:26])=[O:25].COC1C=CC=C(OC)C=1C1C=CC=CC=1P(C1CCCCC1)C1CCCCC1.CC(C)([O-])C.[Na+], predict the reaction product. The product is: [C:1]([O:5][C:6]([N:8]1[CH:13]2[CH2:14][CH2:15][CH:9]1[CH2:10][N:11]([C:16]1[CH:21]=[CH:20][C:19]([N:30]3[CH2:31][CH2:32][N:27]([S:24]([CH3:23])(=[O:26])=[O:25])[CH2:28][CH2:29]3)=[CH:18][CH:17]=1)[CH2:12]2)=[O:7])([CH3:4])([CH3:3])[CH3:2]. (7) Given the reactants [H-].[Na+].[Br:3][C:4]1[CH:12]=[CH:11][C:10]2[NH:9][C:8]3[CH2:13][CH2:14][N:15]([CH3:17])[CH2:16][C:7]=3[C:6]=2[CH:5]=1.Cl[CH2:19][C:20]([N:22]1[CH2:27][CH2:26][CH2:25][CH2:24][CH2:23]1)=[O:21], predict the reaction product. The product is: [Br:3][C:4]1[CH:12]=[CH:11][C:10]2[N:9]([CH2:19][C:20]([N:22]3[CH2:27][CH2:26][CH2:25][CH2:24][CH2:23]3)=[O:21])[C:8]3[CH2:13][CH2:14][N:15]([CH3:17])[CH2:16][C:7]=3[C:6]=2[CH:5]=1.